Predict the product of the given reaction. From a dataset of Forward reaction prediction with 1.9M reactions from USPTO patents (1976-2016). (1) Given the reactants [F:1][C:2]1[CH:27]=[CH:26][C:25]([O:28][CH3:29])=[CH:24][C:3]=1[CH2:4][C:5]1[C:14]2[C:9](=[CH:10][C:11]([O:17][CH3:18])=[C:12]([O:15][CH3:16])[CH:13]=2)[C:8]([C:19]([O:21][CH2:22][CH3:23])=[O:20])=[CH:7][N:6]=1.[Se](=O)=[O:31], predict the reaction product. The product is: [CH2:22]([O:21][C:19]([C:8]1[C:9]2[C:14](=[CH:13][C:12]([O:15][CH3:16])=[C:11]([O:17][CH3:18])[CH:10]=2)[C:5]([C:4](=[O:31])[C:3]2[CH:24]=[C:25]([O:28][CH3:29])[CH:26]=[CH:27][C:2]=2[F:1])=[N:6][CH:7]=1)=[O:20])[CH3:23]. (2) Given the reactants [CH2:1]([C:3]1[CH:8]=[CH:7][CH:6]=[CH:5][N:4]=1)[CH3:2].[CH2:9]([Li])CCC.CI.O, predict the reaction product. The product is: [CH:1]([C:3]1[CH:8]=[CH:7][CH:6]=[CH:5][N:4]=1)([CH3:9])[CH3:2]. (3) The product is: [Cl:21][C:22]1[C:29]([O:30][CH2:31][CH3:32])=[CH:28][C:25]([CH2:26][N:1]2[CH2:2][CH2:3][CH:4]([NH:7][C:8]3[O:9][C:10]4[CH:16]=[CH:15][C:14]([O:17][CH2:18][C:19]#[N:20])=[CH:13][C:11]=4[N:12]=3)[CH2:5][CH2:6]2)=[CH:24][C:23]=1[O:33][CH2:34][CH3:35]. Given the reactants [NH:1]1[CH2:6][CH2:5][CH:4]([NH:7][C:8]2[O:9][C:10]3[CH:16]=[CH:15][C:14]([O:17][CH2:18][C:19]#[N:20])=[CH:13][C:11]=3[N:12]=2)[CH2:3][CH2:2]1.[Cl:21][C:22]1[C:29]([O:30][CH2:31][CH3:32])=[CH:28][C:25]([CH:26]=O)=[CH:24][C:23]=1[O:33][CH2:34][CH3:35].C([BH3-])#N.[Na+].C(N(C(C)C)C(C)C)C, predict the reaction product. (4) Given the reactants Cl[C:2]1[CH:7]=[CH:6][N:5]=[C:4]2[CH:8]=[C:9]([C:11]3[N:16]=[CH:15][C:14]([CH2:17][N:18]4[CH2:23][CH2:22][N:21]([C:24]([O:26][C:27]([CH3:30])([CH3:29])[CH3:28])=[O:25])[CH2:20][CH2:19]4)=[CH:13][CH:12]=3)[S:10][C:3]=12.[F:31][C:32]1[CH:37]=[C:36]([NH2:38])[CH:35]=[CH:34][C:33]=1[OH:39].CC([O-])(C)C.[K+].N1C=CC=CC=1.Cl[C:53]([O:55][C:56]1[CH:61]=[CH:60][CH:59]=[CH:58][CH:57]=1)=[O:54], predict the reaction product. The product is: [F:31][C:32]1[CH:37]=[C:36]([NH:38][C:53]([O:55][C:56]2[CH:61]=[CH:60][CH:59]=[CH:58][CH:57]=2)=[O:54])[CH:35]=[CH:34][C:33]=1[O:39][C:2]1[CH:7]=[CH:6][N:5]=[C:4]2[CH:8]=[C:9]([C:11]3[N:16]=[CH:15][C:14]([CH2:17][N:18]4[CH2:23][CH2:22][N:21]([C:24]([O:26][C:27]([CH3:30])([CH3:29])[CH3:28])=[O:25])[CH2:20][CH2:19]4)=[CH:13][CH:12]=3)[S:10][C:3]=12.